This data is from Experimentally validated miRNA-target interactions with 360,000+ pairs, plus equal number of negative samples. The task is: Binary Classification. Given a miRNA mature sequence and a target amino acid sequence, predict their likelihood of interaction. (1) The miRNA is mmu-miR-3105-3p with sequence ACUGCUUAUGAGCUUGCACUCC. The protein sequence of the target gene is MSEADGLRQRRPLRPQVVTDDDGQAPEAKDGSSFSGRVFRVTFLMLAVSLTVPLLGAMMLLESPIDPQPLSFKEPPLLLGVLHPNTKLRQAERLFENQLVGPESIAHIGDVMFTGTADGRVVKLENGEIETIARFGSGPCKTRDDEPVCGRPLGIRAGPNGTLFVADAYKGLFEVNPWKREVKLLLSSETPIEGKNMSFVNDLTVTQDGRKIYFTDSSSKWQRRDYLLLVMEGTDDGRLLEYDTVTREVKVLLDQLRFPNGVQLSPAEDFVLVAETTMARIRRVYVSGLMKGGADLFVEN.... Result: 0 (no interaction). (2) The miRNA is hsa-miR-887-3p with sequence GUGAACGGGCGCCAUCCCGAGG. The protein sequence of the target gene is MKLLTGLVFCSLVLGVSSRSFFSFLGEAFDGARDMWRAYSDMREANYIGSDKYFHARGNYDAAKRGPGGVWAAEAISDARENIQRFFGHGAEDSLADQAANEWGRSGKDPNHFRPAGLPEKY. Result: 0 (no interaction). (3) The miRNA is hsa-miR-4795-3p with sequence AUAUUAUUAGCCACUUCUGGAU. The protein sequence of the target gene is MRACAGSTREAGSGAQDLSTLLCLEESMEEQDEKPPEPPKACAQDSFLPQEIIIKVEGEDTGSLTIPSQEGVNFKIVTVDFTREEQGTWNPAQRTLDRDVILENHRDLVSWDLATAVGKKDSTSKQRIFDEEPANGVKIERFTRDDPWLSSCEEVDDCKDQLEKQQEKQEILLQEVAFTQRKAVIHERVCKSDETGEKSGLNSSLFSSPVIPIRNHFHKHVSHAKKWHLNAAVNSHQKINENETLYENNECGKPPQSIHLIQFTRTQTKDKCYGFSDRIQSFCHGTPLHIHEKIHGGGKT.... Result: 1 (interaction). (4) The miRNA is hsa-miR-6722-3p with sequence UGCAGGGGUCGGGUGGGCCAGG. The protein sequence of the target gene is MGWKPSEARGQSQSFQASGLQPRSLKAARRATGRPDRSRAARPTMDPSAHRSRAAPPNMDPDPQAGVQVGMRVVRGVDWKWGQQDGGEGGVGTVVELGRHGSPSTPDRTVVVQWDQGTRTNYRAGYQGAHDLLLYDNAQIGVRHPNIICDCCKKHGLRGMRWKCRVCLDYDLCTQCYMHNKHELAHAFDRYETAHSRPVTLSPRQGLPRIPLRGIFQGAKVVRGPDWEWGSQDGGEGKPGRVVDIRGWDVETGRSVASVTWADGTTNVYRVGHKGKVDLKCVGEAAGGFYYKDHLPRLGK.... Result: 1 (interaction). (5) The miRNA is hsa-miR-140-3p with sequence UACCACAGGGUAGAACCACGG. The protein sequence of the target gene is MEAERGPERRPAERSSPGQTPEEGAQALAEFAALHGPALRASGVPERYWGRLLHKLEHEVFDAGEVFGIMQVEEVEEEEDEAAREVRKQQPNPGNELCYKVIVTRESGLQAAHPNSIFLIDHAWTCRVEHARQQLQQVPGLLHRMANLMGIEFHGELPSTEAVALVLEEMWKFNQTYQLAHGTAEEKMPVWYIMDEFGSRIQHADVPSFATAPFFYMPQQVAYTLLWPLRDLDTGEEVTRDFAYGETDPLIRKCMLLPWAPTDMLDLSSCTPEPPAEHYQAILEENKEKLPLDINPVVHP.... Result: 1 (interaction). (6) The miRNA is hsa-miR-4689 with sequence UUGAGGAGACAUGGUGGGGGCC. The protein sequence of the target gene is MAGNSLVLPIVLWGRKAPTHCISSILLTDDGGTIVTGCHDGQICLWDVSVELEVNPRALLFGHTASITCLSKACASGDKRYTVSASANGEMCLWDVNDGRCIEFTKLACTHTGIQFYQFSVGNQQEGRLLCHGHYPEILVVDATSLEVLYSLVSKISPDWISSMSIIRSQRTQEDTVVALSVTGILKVWIVTSEMSGMQDTEPIFEEESKPIYCQNCQSISFCAFTQRSLLVVCSKYWRVFDAGDYSLLCSGPSENGQTWTGGDFVSADKVIIWTENGQSYIYKLPASCLPASDSFRSDV.... Result: 0 (no interaction). (7) The miRNA is hsa-miR-4659a-5p with sequence CUGCCAUGUCUAAGAAGAAAAC. The protein sequence of the target gene is MEEAGGPMARAKARVVSATLTWRQRPPTQEEIKHGFHKVSLVSGAQMEAPQKEMFEFSRREEVEVNGFATQEEETVNCQGPRDTAGSKNFQSHGPIFSKKYIPPPKEKRPEGRLKEAVDQSDGSRQAPRTEPPCVGAMARTELLVPLPGPREPSPHPGVGLTSGSSRSLEEYRVTRTVRTTTVVGGHVDRRMSSSVTVRPVSSGEALPRGRQVSRMVPPVVVGSPPGSPSRSQAVKVLSNLVPAGHSPPASHLPRPTAGGPRSTGLGSTVGAALRQLPETGTAELKDSSALASTGIPASA.... Result: 0 (no interaction). (8) The miRNA is rno-miR-93-5p with sequence CAAAGUGCUGUUCGUGCAGGUAG. The protein sequence of the target gene is MTVRGAALAPDPASPTTTTASPSVSATPEGSPTAMEHPVFLMTTAAQAISGFFVWTALLITCHQIYMHLRCYSRPNEQRHIVRILFIVPIYAFDSWLSLLFFTNDQYYVYFGTVRDCYEAFVIYNFLSLCYEYLGGESAIMSEIRGKAIESSCMYGTCCLWGKTYSIGFLRFCKQATLQFCVVKPLMAVSTVILQAFGKYRDGDFDVTSGYLYVTIIYNISVSLALYALFLFYFATRELLSPYSPVLKFFMVKSVIFLSFWQGMLLAILEKCGAIPKINSARVSVGEGTVAAGYQDFIIC.... Result: 0 (no interaction). (9) The miRNA is hsa-miR-191-5p with sequence CAACGGAAUCCCAAAAGCAGCUG. The protein sequence of the target gene is MSQATKRKHVVKEVLGEHIVPSDQQQIVRVLRTPGNNLHEVETAQGQRFLVSMPSKYRKNIWIKRGDFLIVDPIEEGEKVKAEISFVLCKDHVRSLQKEGFWPEAFSEVAEKHNNRNRQTQPELPAEPQLSGEESSSEDDSDLFVNTNRRQYHESEEESEEEEAA. Result: 0 (no interaction).